From a dataset of Forward reaction prediction with 1.9M reactions from USPTO patents (1976-2016). Predict the product of the given reaction. (1) Given the reactants [Cl:1][C:2]1[CH:3]=[C:4]([CH:29]=[CH:30][C:31]=1[F:32])[CH2:5][N:6]1[CH2:15][CH2:14][C:13]2[C:8](=[C:9]([O:26][CH3:27])[C:10](=[O:25])[N:11]3[CH2:21][CH2:20][CH:19]([OH:22])[CH2:18][N:17]([CH3:23])[C:16](=[O:24])[C:12]3=2)[C:7]1=[O:28].C[N+]1([O-])CCOCC1, predict the reaction product. The product is: [Cl:1][C:2]1[CH:3]=[C:4]([CH:29]=[CH:30][C:31]=1[F:32])[CH2:5][N:6]1[CH2:15][CH2:14][C:13]2[C:8](=[C:9]([O:26][CH3:27])[C:10](=[O:25])[N:11]3[CH2:21][CH2:20][C:19](=[O:22])[CH2:18][N:17]([CH3:23])[C:16](=[O:24])[C:12]3=2)[C:7]1=[O:28]. (2) Given the reactants [Cl:1][C:2]1[CH:7]=[CH:6][C:5]([C:8]2[NH:12][C:11](=[O:13])[N:10]([CH2:14][C:15]([NH:17][C:18]([CH3:30])([C:20]3[CH:25]=[CH:24][CH:23]=[C:22]([C:26]([F:29])([F:28])[F:27])[CH:21]=3)[CH3:19])=[O:16])[N:9]=2)=[CH:4][CH:3]=1.C(=O)([O-])[O-].[Cs+].[Cs+].[F:37][C:38]([F:43])([F:42])[CH:39]1[O:41][CH2:40]1, predict the reaction product. The product is: [Cl:1][C:2]1[CH:7]=[CH:6][C:5]([C:8]2[N:12]([CH2:40][CH:39]([OH:41])[C:38]([F:43])([F:42])[F:37])[C:11](=[O:13])[N:10]([CH2:14][C:15]([NH:17][C:18]([CH3:30])([C:20]3[CH:25]=[CH:24][CH:23]=[C:22]([C:26]([F:27])([F:28])[F:29])[CH:21]=3)[CH3:19])=[O:16])[N:9]=2)=[CH:4][CH:3]=1. (3) Given the reactants [CH:1]1([N:6]2[CH2:12][C:11]([F:14])([F:13])[C:10](=[O:15])[N:9]([CH2:16][CH3:17])[C:8]3[CH:18]=[N:19][C:20]([NH:22][C:23]4[CH:31]=[CH:30][C:26]([C:27](O)=[O:28])=[CH:25][C:24]=4[O:32][CH3:33])=[N:21][C:7]2=3)[CH2:5][CH2:4][CH2:3][CH2:2]1.F[P-](F)(F)(F)(F)F.CN(C(N(C)C)=[N+]1C2C(=NC=CC=2)[N+]([O-])=N1)C.C(N(C(C)C)CC)(C)C.[NH2:67][CH:68]1[CH2:73][CH2:72][O:71][CH2:70][CH2:69]1, predict the reaction product. The product is: [CH:1]1([N:6]2[CH2:12][C:11]([F:14])([F:13])[C:10](=[O:15])[N:9]([CH2:16][CH3:17])[C:8]3[CH:18]=[N:19][C:20]([NH:22][C:23]4[CH:31]=[CH:30][C:26]([C:27]([NH:67][CH:68]5[CH2:73][CH2:72][O:71][CH2:70][CH2:69]5)=[O:28])=[CH:25][C:24]=4[O:32][CH3:33])=[N:21][C:7]2=3)[CH2:5][CH2:4][CH2:3][CH2:2]1.